From a dataset of Forward reaction prediction with 1.9M reactions from USPTO patents (1976-2016). Predict the product of the given reaction. (1) Given the reactants [Cl:1][C:2]1[CH:3]=[C:4]2[C:9](=[CH:10][CH:11]=1)[CH:8]=[C:7]([S:12]([NH:15][C@H:16]1[CH2:20][CH2:19][N:18]([C@@H:21]([CH3:30])[C:22](=[O:29])[N:23]3[CH2:28][CH2:27][CH2:26][CH2:25][CH2:24]3)[C:17]1=[O:31])(=[O:14])=[O:13])[CH:6]=[CH:5]2.C[Si]([N-][Si](C)(C)C)(C)C.[Li+].Br[CH2:43][C:44]#[N:45], predict the reaction product. The product is: [Cl:1][C:2]1[CH:3]=[C:4]2[C:9](=[CH:10][CH:11]=1)[CH:8]=[C:7]([S:12]([N:15]([CH2:43][C:44]#[N:45])[C@H:16]1[CH2:20][CH2:19][N:18]([C@@H:21]([CH3:30])[C:22](=[O:29])[N:23]3[CH2:28][CH2:27][CH2:26][CH2:25][CH2:24]3)[C:17]1=[O:31])(=[O:13])=[O:14])[CH:6]=[CH:5]2. (2) The product is: [CH2:13]([O:20][C:21]1[C:22]([CH3:32])=[CH:23][C:24]([C:25]2[O:12][C:10]([C:8]3[S:9][C:5]([CH2:1][CH:2]([CH3:3])[CH3:4])=[CH:6][CH:7]=3)=[N:28][N:27]=2)=[CH:29][C:30]=1[CH3:31])[C:14]1[CH:15]=[CH:16][CH:17]=[CH:18][CH:19]=1.[CH2:1]([C:5]1[S:9][C:8]([C:10]2[O:12][C:25]([C:24]3[CH:29]=[C:30]([CH3:31])[C:21]([OH:20])=[C:22]([CH3:32])[CH:23]=3)=[N:27][N:28]=2)=[CH:7][CH:6]=1)[CH:2]([CH3:3])[CH3:4]. Given the reactants [CH2:1]([C:5]1[S:9][C:8]([C:10]([OH:12])=O)=[CH:7][CH:6]=1)[CH:2]([CH3:4])[CH3:3].[CH2:13]([O:20][C:21]1[C:30]([CH3:31])=[CH:29][C:24]([C:25]([NH:27][NH2:28])=O)=[CH:23][C:22]=1[CH3:32])[C:14]1[CH:19]=[CH:18][CH:17]=[CH:16][CH:15]=1, predict the reaction product. (3) Given the reactants CS([O:5][C@@H:6]1[CH2:10][CH2:9][O:8][CH2:7]1)(=O)=O.[OH:11][CH2:12][C:13]1[CH:14]=[C:15]([C:19]2[C:24]([CH3:25])=[CH:23][C:22](O)=[CH:21][C:20]=2[CH3:27])[CH:16]=[CH:17][CH:18]=1.C(=O)([O-])[O-].[Cs+].[Cs+], predict the reaction product. The product is: [CH3:25][C:24]1[CH:23]=[C:22]([O:5][C@H:6]2[CH2:10][CH2:9][O:8][CH2:7]2)[CH:21]=[C:20]([CH3:27])[C:19]=1[C:15]1[CH:16]=[CH:17][CH:18]=[C:13]([CH2:12][OH:11])[CH:14]=1. (4) Given the reactants [CH2:1]([NH:3][C:4]1[CH:9]=[C:8]([O:10][CH3:11])[C:7]([O:12][CH3:13])=[CH:6][C:5]=1[C@@H:14]1[CH2:23][CH2:22][C:21]2[CH:20]=[C:19]([O:24]C(=O)C(C)(C)C)[CH:18]=[CH:17][C:16]=2[CH2:15]1)[CH3:2].[F:31][C:32]1[CH:33]=[C:34]([CH:37]=[CH:38][C:39]=1[O:40][CH:41]1[CH2:46][CH2:45][N:44]([CH3:47])[CH2:43][CH2:42]1)[CH:35]=O, predict the reaction product. The product is: [CH2:1]([N:3]([CH2:35][C:34]1[CH:37]=[CH:38][C:39]([O:40][CH:41]2[CH2:46][CH2:45][N:44]([CH3:47])[CH2:43][CH2:42]2)=[C:32]([F:31])[CH:33]=1)[C:4]1[CH:9]=[C:8]([O:10][CH3:11])[C:7]([O:12][CH3:13])=[CH:6][C:5]=1[C@@H:14]1[CH2:23][CH2:22][C:21]2[CH:20]=[C:19]([OH:24])[CH:18]=[CH:17][C:16]=2[CH2:15]1)[CH3:2]. (5) Given the reactants [C:1]([C:3]1[CH:4]=[CH:5][C:6]([C:9]([OH:11])=O)=[N:7][CH:8]=1)#[N:2].C(OC(=O)[NH:18][C:19]1[O:20][CH2:21][CH2:22][C@:23]([C:26]2[CH:31]=[C:30]([NH2:32])[CH:29]=[CH:28][C:27]=2[F:33])([CH3:25])[N:24]=1)(C)(C)C, predict the reaction product. The product is: [NH2:18][C:19]1[O:20][CH2:21][CH2:22][C@:23]([C:26]2[CH:31]=[C:30]([NH:32][C:9]([C:6]3[CH:5]=[CH:4][C:3]([C:1]#[N:2])=[CH:8][N:7]=3)=[O:11])[CH:29]=[CH:28][C:27]=2[F:33])([CH3:25])[N:24]=1. (6) Given the reactants Cl[C:2]1[CH:7]=[CH:6][N:5]=[C:4]([C:8]([NH2:10])=[O:9])[CH:3]=1.[OH:11][C:12]1[CH:13]=[CH:14][C:15]([NH:18][C:19]([C:21]2[C:25](=[O:26])[N:24]([C:27]3[CH:32]=[CH:31][CH:30]=[CH:29][CH:28]=3)[N:23]3[CH2:33][CH2:34][CH2:35][C:22]=23)=[O:20])=[N:16][CH:17]=1.CC([O-])(C)C.[K+], predict the reaction product. The product is: [C:8]([C:4]1[CH:3]=[C:2]([O:11][C:12]2[CH:13]=[CH:14][C:15]([NH:18][C:19]([C:21]3[C:25](=[O:26])[N:24]([C:27]4[CH:28]=[CH:29][CH:30]=[CH:31][CH:32]=4)[N:23]4[CH2:33][CH2:34][CH2:35][C:22]=34)=[O:20])=[N:16][CH:17]=2)[CH:7]=[CH:6][N:5]=1)(=[O:9])[NH2:10]. (7) Given the reactants [F:1][C:2]1[CH:7]=[CH:6][CH:5]=[CH:4][C:3]=1[N:8]1[C:12]([C:13]2[CH:18]=[CH:17][N:16]=[CH:15][CH:14]=2)=[C:11]([C:19](OCC)=[O:20])[N:10]=[N:9]1.O[NH:25][C:26]([C:28]1[O:29][CH:30]=[CH:31][CH:32]=1)=[NH:27], predict the reaction product. The product is: [F:1][C:2]1[CH:7]=[CH:6][CH:5]=[CH:4][C:3]=1[N:8]1[C:12]([C:13]2[CH:14]=[CH:15][N:16]=[CH:17][CH:18]=2)=[C:11]([C:19]2[O:20][N:27]=[C:26]([C:28]3[O:29][CH:30]=[CH:31][CH:32]=3)[N:25]=2)[N:10]=[N:9]1.